This data is from Forward reaction prediction with 1.9M reactions from USPTO patents (1976-2016). The task is: Predict the product of the given reaction. (1) Given the reactants [C:1]([O:5][C:6](=[O:18])[NH:7][C:8]1[CH:13]=[C:12]([C:14]#[N:15])[CH:11]=[C:10](Br)[C:9]=1[Cl:17])([CH3:4])([CH3:3])[CH3:2].[Si:19]([O:26][CH2:27][CH:28]1[CH2:33][NH:32][CH2:31][CH2:30][N:29]1[CH:34]1[CH2:37][O:36][CH2:35]1)([C:22]([CH3:25])([CH3:24])[CH3:23])([CH3:21])[CH3:20].C1C=CC(P(C2C(C3C(P(C4C=CC=CC=4)C4C=CC=CC=4)=CC=C4C=3C=CC=C4)=C3C(C=CC=C3)=CC=2)C2C=CC=CC=2)=CC=1.C([O-])([O-])=O.[Cs+].[Cs+], predict the reaction product. The product is: [C:1]([O:5][C:6](=[O:18])[NH:7][C:8]1[CH:13]=[C:12]([C:14]#[N:15])[CH:11]=[C:10]([N:32]2[CH2:31][CH2:30][N:29]([CH:34]3[CH2:37][O:36][CH2:35]3)[CH:28]([CH2:27][O:26][Si:19]([C:22]([CH3:25])([CH3:24])[CH3:23])([CH3:20])[CH3:21])[CH2:33]2)[C:9]=1[Cl:17])([CH3:4])([CH3:3])[CH3:2]. (2) Given the reactants [NH2:1][CH2:2][C:3]1[C:4]([F:21])=[C:5]([O:10][C:11]2[CH:12]=[C:13]([CH:16]=[C:17]([CH:19]=[CH2:20])[CH:18]=2)[C:14]#[N:15])[C:6]([Cl:9])=[CH:7][CH:8]=1.[Cl:22][C:23]1[N:24]=[CH:25][N:26]([CH2:31][O:32][CH2:33][CH2:34][Si:35]([CH3:38])([CH3:37])[CH3:36])[C:27]=1[C:28](O)=[O:29].C1C=CC2N(O)N=NC=2C=1.C(Cl)CCl, predict the reaction product. The product is: [Cl:22][C:23]1[N:24]=[CH:25][N:26]([CH2:31][O:32][CH2:33][CH2:34][Si:35]([CH3:38])([CH3:37])[CH3:36])[C:27]=1[C:28]([NH:1][CH2:2][C:3]1[CH:8]=[CH:7][C:6]([Cl:9])=[C:5]([O:10][C:11]2[CH:18]=[C:17]([CH:19]=[CH2:20])[CH:16]=[C:13]([C:14]#[N:15])[CH:12]=2)[C:4]=1[F:21])=[O:29]. (3) The product is: [CH3:24][C:17]1[N:15]=[C:5]([C:4]([O:3][CH2:1][CH3:2])=[O:25])[CH:6]=[CH:7][C:18]=1[C:19]([O:21][CH2:22][CH3:23])=[O:20]. Given the reactants [CH2:1]([O:3][CH:4]=[CH:5][C:6](=O)[C:7]([O-])=O)[CH3:2].C([O-])(=O)C.[NH4+:15].O=[C:17]([CH3:24])[CH2:18][C:19]([O:21][CH2:22][CH3:23])=[O:20].[OH2:25], predict the reaction product. (4) Given the reactants [S:1]1[C:5]([CH2:6][CH2:7][OH:8])=[CH:4][C:3]2[CH:9]=[CH:10][CH:11]=[CH:12][C:2]1=2.CCN(C(C)C)C(C)C.[S:22](Cl)([CH3:25])(=[O:24])=[O:23], predict the reaction product. The product is: [S:1]1[C:5]([CH2:6][CH2:7][O:8][S:22]([CH3:25])(=[O:24])=[O:23])=[CH:4][C:3]2[CH:9]=[CH:10][CH:11]=[CH:12][C:2]1=2. (5) Given the reactants Br[C:2]1[S:3][C:4]2[CH:10]=[C:9]([CH3:11])[CH:8]=[CH:7][C:5]=2[N:6]=1.[NH2:12][C:13]1[CH:18]=[CH:17][C:16]([CH2:19][C:20]([O:22][CH3:23])=[O:21])=[CH:15][C:14]=1[Cl:24].C1(C)C=CC(S([O-])(=O)=O)=CC=1.[NH+]1C=CC=CC=1, predict the reaction product. The product is: [Cl:24][C:14]1[CH:15]=[C:16]([CH2:19][C:20]([O:22][CH3:23])=[O:21])[CH:17]=[CH:18][C:13]=1[NH:12][C:2]1[S:3][C:4]2[CH:10]=[C:9]([CH3:11])[CH:8]=[CH:7][C:5]=2[N:6]=1. (6) Given the reactants [Cl:1][C:2]1[CH:10]=[C:9]2[C:5]([CH2:6][C:7](=[O:11])[NH:8]2)=[CH:4][CH:3]=1.[CH3:12][O:13][C:14](=[O:28])[C:15]([O:18][C:19]1[CH:24]=[CH:23][C:22]([Cl:25])=[CH:21][C:20]=1[CH:26]=O)([CH3:17])[CH3:16].N1CCCC1, predict the reaction product. The product is: [CH3:12][O:13][C:14](=[O:28])[C:15]([O:18][C:19]1[CH:24]=[CH:23][C:22]([Cl:25])=[CH:21][C:20]=1/[CH:26]=[C:6]1\[C:7](=[O:11])[NH:8][C:9]2[C:5]\1=[CH:4][CH:3]=[C:2]([Cl:1])[CH:10]=2)([CH3:17])[CH3:16].